From a dataset of NCI-60 drug combinations with 297,098 pairs across 59 cell lines. Regression. Given two drug SMILES strings and cell line genomic features, predict the synergy score measuring deviation from expected non-interaction effect. (1) Drug 1: COC1=CC(=CC(=C1O)OC)C2C3C(COC3=O)C(C4=CC5=C(C=C24)OCO5)OC6C(C(C7C(O6)COC(O7)C8=CC=CS8)O)O. Drug 2: C1=NNC2=C1C(=O)NC=N2. Cell line: HS 578T. Synergy scores: CSS=16.5, Synergy_ZIP=-5.13, Synergy_Bliss=1.34, Synergy_Loewe=-18.5, Synergy_HSA=-0.955. (2) Drug 1: C1=C(C(=O)NC(=O)N1)F. Drug 2: C1CCC(C(C1)N)N.C(=O)(C(=O)[O-])[O-].[Pt+4]. Cell line: A498. Synergy scores: CSS=43.2, Synergy_ZIP=-11.7, Synergy_Bliss=-17.3, Synergy_Loewe=-11.6, Synergy_HSA=-10.9. (3) Drug 1: CC=C1C(=O)NC(C(=O)OC2CC(=O)NC(C(=O)NC(CSSCCC=C2)C(=O)N1)C(C)C)C(C)C. Drug 2: CCC1=C2CN3C(=CC4=C(C3=O)COC(=O)C4(CC)O)C2=NC5=C1C=C(C=C5)O. Cell line: NCI-H226. Synergy scores: CSS=46.3, Synergy_ZIP=0.156, Synergy_Bliss=1.27, Synergy_Loewe=1.71, Synergy_HSA=2.11. (4) Drug 1: C1=CC(=CC=C1CC(C(=O)O)N)N(CCCl)CCCl.Cl. Drug 2: CC1=C(C(=O)C2=C(C1=O)N3CC4C(C3(C2COC(=O)N)OC)N4)N. Cell line: NCI-H522. Synergy scores: CSS=29.9, Synergy_ZIP=-11.7, Synergy_Bliss=-3.67, Synergy_Loewe=-30.2, Synergy_HSA=0.241. (5) Drug 1: CC1=C2C(C(=O)C3(C(CC4C(C3C(C(C2(C)C)(CC1OC(=O)C(C(C5=CC=CC=C5)NC(=O)OC(C)(C)C)O)O)OC(=O)C6=CC=CC=C6)(CO4)OC(=O)C)O)C)O. Drug 2: C1=CC=C(C=C1)NC(=O)CCCCCCC(=O)NO. Cell line: COLO 205. Synergy scores: CSS=7.01, Synergy_ZIP=-1.57, Synergy_Bliss=0.129, Synergy_Loewe=0.774, Synergy_HSA=-1.18. (6) Drug 1: CN(CC1=CN=C2C(=N1)C(=NC(=N2)N)N)C3=CC=C(C=C3)C(=O)NC(CCC(=O)O)C(=O)O. Drug 2: CC1=C(C(=O)C2=C(C1=O)N3CC4C(C3(C2COC(=O)N)OC)N4)N. Cell line: UACC-257. Synergy scores: CSS=45.6, Synergy_ZIP=-2.63, Synergy_Bliss=1.15, Synergy_Loewe=-1.72, Synergy_HSA=-1.32. (7) Drug 1: CNC(=O)C1=NC=CC(=C1)OC2=CC=C(C=C2)NC(=O)NC3=CC(=C(C=C3)Cl)C(F)(F)F. Drug 2: CCC1(C2=C(COC1=O)C(=O)N3CC4=CC5=C(C=CC(=C5CN(C)C)O)N=C4C3=C2)O.Cl. Cell line: M14. Synergy scores: CSS=38.5, Synergy_ZIP=-2.69, Synergy_Bliss=0.796, Synergy_Loewe=-18.2, Synergy_HSA=2.51. (8) Drug 1: CC1C(C(CC(O1)OC2CC(CC3=C2C(=C4C(=C3O)C(=O)C5=C(C4=O)C(=CC=C5)OC)O)(C(=O)C)O)N)O.Cl. Drug 2: CCC1(CC2CC(C3=C(CCN(C2)C1)C4=CC=CC=C4N3)(C5=C(C=C6C(=C5)C78CCN9C7C(C=CC9)(C(C(C8N6C=O)(C(=O)OC)O)OC(=O)C)CC)OC)C(=O)OC)O.OS(=O)(=O)O. Cell line: SN12C. Synergy scores: CSS=10.6, Synergy_ZIP=-2.61, Synergy_Bliss=3.04, Synergy_Loewe=2.75, Synergy_HSA=2.88. (9) Drug 1: CCC(=C(C1=CC=CC=C1)C2=CC=C(C=C2)OCCN(C)C)C3=CC=CC=C3.C(C(=O)O)C(CC(=O)O)(C(=O)O)O. Drug 2: CC1C(C(CC(O1)OC2CC(CC3=C2C(=C4C(=C3O)C(=O)C5=CC=CC=C5C4=O)O)(C(=O)C)O)N)O. Cell line: RXF 393. Synergy scores: CSS=60.3, Synergy_ZIP=2.04, Synergy_Bliss=1.55, Synergy_Loewe=1.15, Synergy_HSA=4.54. (10) Drug 1: CC1=C(C=C(C=C1)C(=O)NC2=CC(=CC(=C2)C(F)(F)F)N3C=C(N=C3)C)NC4=NC=CC(=N4)C5=CN=CC=C5. Drug 2: CC1CCC2CC(C(=CC=CC=CC(CC(C(=O)C(C(C(=CC(C(=O)CC(OC(=O)C3CCCCN3C(=O)C(=O)C1(O2)O)C(C)CC4CCC(C(C4)OC)OCCO)C)C)O)OC)C)C)C)OC. Cell line: OVCAR-4. Synergy scores: CSS=8.18, Synergy_ZIP=0.101, Synergy_Bliss=2.70, Synergy_Loewe=-6.75, Synergy_HSA=-1.34.